From a dataset of Full USPTO retrosynthesis dataset with 1.9M reactions from patents (1976-2016). Predict the reactants needed to synthesize the given product. (1) The reactants are: [NH2:1][CH2:2][C:3]1[C:8]([CH2:9][NH:10][C:11](=[O:22])[C:12]2[CH:17]=[CH:16][C:15]([C:18]([F:21])([F:20])[F:19])=[CH:14][CH:13]=2)=[CH:7][C:6]([C:23]2[CH:28]=[CH:27][C:26]([Cl:29])=[CH:25][C:24]=2[Cl:30])=[C:5]([C:31]2[CH:36]=[CH:35][C:34]([Cl:37])=[CH:33][CH:32]=2)[N:4]=1.[CH3:38][O:39][CH2:40][C:41](Cl)=[O:42]. Given the product [Cl:37][C:34]1[CH:33]=[CH:32][C:31]([C:5]2[N:4]=[C:3]([CH2:2][NH:1][C:41](=[O:42])[CH2:40][O:39][CH3:38])[C:8]([CH2:9][NH:10][C:11](=[O:22])[C:12]3[CH:13]=[CH:14][C:15]([C:18]([F:20])([F:21])[F:19])=[CH:16][CH:17]=3)=[CH:7][C:6]=2[C:23]2[CH:28]=[CH:27][C:26]([Cl:29])=[CH:25][C:24]=2[Cl:30])=[CH:36][CH:35]=1, predict the reactants needed to synthesize it. (2) Given the product [CH3:19][O:20][C:21](=[O:33])[CH2:22][C@H:23]1[C:27]2[CH:28]=[CH:29][C:30]([O:18][C@H:13]3[C:14]4[C:10](=[C:9]([C:3]([O:2][CH3:1])([CH3:8])[C:4]([CH3:7])([CH3:5])[CH3:6])[CH:17]=[CH:16][CH:15]=4)[CH2:11][CH2:12]3)=[CH:31][C:26]=2[O:25][CH2:24]1, predict the reactants needed to synthesize it. The reactants are: [CH3:1][O:2][C:3]([C:9]1[CH:17]=[CH:16][CH:15]=[C:14]2[C:10]=1[CH2:11][CH2:12][C@@H:13]2[OH:18])([CH3:8])[C:4]([CH3:7])([CH3:6])[CH3:5].[CH3:19][O:20][C:21](=[O:33])[CH2:22][C@H:23]1[C:27]2[CH:28]=[CH:29][C:30](O)=[CH:31][C:26]=2[O:25][CH2:24]1. (3) Given the product [CH2:1]([C:3]1[CH:8]=[C:7]([C:9]2[CH:14]=[N:13][CH:12]=[C:11]([CH3:15])[N:10]=2)[CH:6]=[CH:5][C:4]=1[C:16]1[C:27](=[O:28])[N:26]([CH2:40][CH2:41][CH2:42][NH:43][C:44](=[O:45])[O:46][C:47]([CH3:50])([CH3:49])[CH3:48])[C:19]2[N:20]=[C:21]([S:24][CH3:25])[N:22]=[CH:23][C:18]=2[CH:17]=1)[CH3:2], predict the reactants needed to synthesize it. The reactants are: [CH2:1]([C:3]1[CH:8]=[C:7]([C:9]2[CH:14]=[N:13][CH:12]=[C:11]([CH3:15])[N:10]=2)[CH:6]=[CH:5][C:4]=1[C:16]1[C:27](=[O:28])[NH:26][C:19]2[N:20]=[C:21]([S:24][CH3:25])[N:22]=[CH:23][C:18]=2[CH:17]=1)[CH3:2].CC1C=CC(S(O[CH2:40][CH2:41][CH2:42][NH:43][C:44]([O:46][C:47]([CH3:50])([CH3:49])[CH3:48])=[O:45])(=O)=O)=CC=1. (4) Given the product [Cl:1][C:2]1[C:3]([CH2:4][OH:5])=[CH:7][C:8]([Cl:12])=[CH:9][C:10]=1[OH:11], predict the reactants needed to synthesize it. The reactants are: [Cl:1][C:2]1[C:10]([OH:11])=[CH:9][C:8]([Cl:12])=[CH:7][C:3]=1[C:4](O)=[O:5]. (5) The reactants are: [Cl:1][C:2]1[CH:7]=[CH:6][C:5]([C:8]2[N:9]=[C:10]([N:17]3[CH:21]=[CH:20][N:19]=[C:18]3[CH3:22])[O:11][C:12]=2[CH2:13][CH2:14][CH2:15][OH:16])=[CH:4][CH:3]=1.O[C:24]1[CH:29]=[CH:28][C:27]([CH2:30][C:31]([O:33][CH3:34])=[O:32])=[CH:26][CH:25]=1.C(P(CCCC)CCCC)CCC.N(C(N1CCCCC1)=O)=NC(N1CCCCC1)=O. Given the product [Cl:1][C:2]1[CH:3]=[CH:4][C:5]([C:8]2[N:9]=[C:10]([N:17]3[CH:21]=[CH:20][N:19]=[C:18]3[CH3:22])[O:11][C:12]=2[CH2:13][CH2:14][CH2:15][O:16][C:24]2[CH:29]=[CH:28][C:27]([CH2:30][C:31]([O:33][CH3:34])=[O:32])=[CH:26][CH:25]=2)=[CH:6][CH:7]=1, predict the reactants needed to synthesize it. (6) Given the product [Si:17]([O:16][CH2:15][C:14]([NH:13][C:11]([C:10]1[C:4]2[C:5](=[N:6][CH:7]=[C:2]([C:32]3[C:33]4[C:38](=[CH:37][C:36]([CH3:39])=[CH:35][CH:34]=4)[N:30]([CH2:29][CH2:28][N:27]([CH3:26])[CH3:53])[N:31]=3)[N:3]=2)[NH:8][CH:9]=1)=[O:12])([CH3:25])[CH3:24])([C:20]([CH3:23])([CH3:22])[CH3:21])([CH3:19])[CH3:18], predict the reactants needed to synthesize it. The reactants are: Br[C:2]1[N:3]=[C:4]2[C:10]([C:11]([NH:13][C:14]([CH3:25])([CH3:24])[CH2:15][O:16][Si:17]([C:20]([CH3:23])([CH3:22])[CH3:21])([CH3:19])[CH3:18])=[O:12])=[CH:9][NH:8][C:5]2=[N:6][CH:7]=1.[CH3:26][N:27]([CH3:53])[CH2:28][CH2:29][N:30]1[C:38]2[C:33](=[CH:34][CH:35]=[C:36]([CH3:39])[CH:37]=2)[C:32]([Sn](CCCC)(CCCC)CCCC)=[N:31]1. (7) Given the product [Cl:1][CH2:2][C:3]([N:18]([CH2:19][CH2:20][OH:21])[CH:15]1[CH2:14][CH2:13][CH:12]([N:10]2[CH:11]=[C:7]([I:6])[CH:8]=[N:9]2)[CH2:17][CH2:16]1)=[O:4], predict the reactants needed to synthesize it. The reactants are: [Cl:1][CH2:2][C:3](Cl)=[O:4].[I:6][C:7]1[CH:8]=[N:9][N:10]([CH:12]2[CH2:17][CH2:16][CH:15]([NH:18][CH2:19][CH2:20][OH:21])[CH2:14][CH2:13]2)[CH:11]=1.CCN(C(C)C)C(C)C.Cl.